From a dataset of Catalyst prediction with 721,799 reactions and 888 catalyst types from USPTO. Predict which catalyst facilitates the given reaction. (1) Reactant: C(O[C:5](=[O:7])[CH3:6])(=O)C.[I:8][C:9]1[C:17]2[C:12](=[N:13][CH:14]=[C:15]([NH2:18])[CH:16]=2)[N:11]([CH3:19])[N:10]=1.N1C=CC=CC=1. Product: [I:8][C:9]1[C:17]2[C:12](=[N:13][CH:14]=[C:15]([NH:18][C:5](=[O:7])[CH3:6])[CH:16]=2)[N:11]([CH3:19])[N:10]=1. The catalyst class is: 4. (2) Reactant: [Cl:1][C:2]1[N:7]=[C:6]2[C:8]([C:14](=O)/[CH:15]=[CH:16]/N(C)C)=[CH:9][N:10]([CH2:11][CH2:12][CH3:13])[C:5]2=[C:4]([CH3:21])[CH:3]=1.Cl.[NH:23]([C:27]1[CH:28]=[C:29]([S:33]([NH2:36])(=[O:35])=[O:34])[CH:30]=[CH:31][CH:32]=1)[C:24]([NH2:26])=[NH:25].[OH-].[Na+]. Product: [Cl:1][C:2]1[N:7]=[C:6]2[C:8]([C:14]3[CH:15]=[CH:16][N:26]=[C:24]([NH:23][C:27]4[CH:28]=[C:29]([S:33]([NH2:36])(=[O:34])=[O:35])[CH:30]=[CH:31][CH:32]=4)[N:25]=3)=[CH:9][N:10]([CH2:11][CH2:12][CH3:13])[C:5]2=[C:4]([CH3:21])[CH:3]=1. The catalyst class is: 141. (3) Product: [NH2:1][C:2]1[N:10]=[C:9]2[C:5]([N:6]=[CH:7][N:8]2[CH2:11][C:12]([OH:14])=[O:13])=[C:4]([C:17]2[O:18][CH:19]=[CH:20][CH:21]=2)[N:3]=1. Reactant: [NH2:1][C:2]1[N:10]=[C:9]2[C:5]([N:6]=[CH:7][N:8]2[CH2:11][C:12]([O:14]CC)=[O:13])=[C:4]([C:17]2[O:18][CH:19]=[CH:20][CH:21]=2)[N:3]=1.[OH-].[Na+].[F-].C([N+](CCCC)(CCCC)CCCC)CCC. The catalyst class is: 24.